From a dataset of Forward reaction prediction with 1.9M reactions from USPTO patents (1976-2016). Predict the product of the given reaction. (1) Given the reactants Br[C:2]1[CH:3]=[CH:4][C:5]([F:10])=[C:6]([CH:9]=1)[CH:7]=[O:8].[CH:11]1([NH:14][C:15]([C:17]2[CH:18]=[C:19]([F:27])[C:20]([CH3:26])=[C:21](B(O)O)[CH:22]=2)=[O:16])[CH2:13][CH2:12]1.C(=O)([O-])O.[Na+], predict the reaction product. The product is: [CH:11]1([NH:14][C:15]([C:17]2[CH:22]=[C:21]([C:2]3[CH:3]=[CH:4][C:5]([F:10])=[C:6]([CH:7]=[O:8])[CH:9]=3)[C:20]([CH3:26])=[C:19]([F:27])[CH:18]=2)=[O:16])[CH2:13][CH2:12]1. (2) Given the reactants O1CCCC1.[I:6][C:7]1[CH:15]=[CH:14][C:10]([C:11](Cl)=[O:12])=[CH:9][CH:8]=1.[CH3:16][C:17]1[CH:22]=[C:21]([CH3:23])[CH:20]=[CH:19][C:18]=1[N:24]1[CH2:29][CH2:28][NH:27][CH2:26][CH2:25]1.[OH-].[Na+], predict the reaction product. The product is: [CH3:16][C:17]1[CH:22]=[C:21]([CH3:23])[CH:20]=[CH:19][C:18]=1[N:24]1[CH2:25][CH2:26][N:27]([C:11]([C:10]2[CH:14]=[CH:15][C:7]([I:6])=[CH:8][CH:9]=2)=[O:12])[CH2:28][CH2:29]1. (3) Given the reactants C([N:8]([C@H:20]([CH2:41][OH:42])[CH2:21][C:22]1[CH:27]=[CH:26][C:25]([NH:28][C:29](=[O:40])[C:30]2[CH:39]=[CH:38][C:33]([C:34]([NH:36][CH3:37])=[O:35])=[CH:32][CH:31]=2)=[CH:24][CH:23]=1)[CH2:9][C@H:10]([OH:19])[CH2:11][O:12][C:13]1[CH:18]=[CH:17][CH:16]=[CH:15][CH:14]=1)C1C=CC=CC=1, predict the reaction product. The product is: [OH:42][CH2:41][C@@H:20]([NH:8][CH2:9][C@H:10]([OH:19])[CH2:11][O:12][C:13]1[CH:14]=[CH:15][CH:16]=[CH:17][CH:18]=1)[CH2:21][C:22]1[CH:23]=[CH:24][C:25]([NH:28][C:29](=[O:40])[C:30]2[CH:39]=[CH:38][C:33]([C:34]([NH:36][CH3:37])=[O:35])=[CH:32][CH:31]=2)=[CH:26][CH:27]=1. (4) Given the reactants [CH2:1]([O:3][C:4](=[O:14])[NH:5][C:6]1[CH:11]=[CH:10][C:9](Br)=[C:8]([CH3:13])[CH:7]=1)[CH3:2].[Li]CCCC.CN([CH:23]=[O:24])C, predict the reaction product. The product is: [CH2:1]([O:3][C:4](=[O:14])[NH:5][C:6]1[CH:11]=[CH:10][C:9]([CH:23]=[O:24])=[C:8]([CH3:13])[CH:7]=1)[CH3:2]. (5) Given the reactants [CH2:1]([OH:4])[CH:2]=[CH2:3].C(N(CC)CC)C.[C:12]1(=[O:18])[O:17][C:15](=[O:16])[CH2:14][CH2:13]1, predict the reaction product. The product is: [CH2:1]([O:4][C:12](=[O:18])[CH2:13][CH2:14][C:15]([OH:17])=[O:16])[CH:2]=[CH2:3]. (6) The product is: [F:44][C:3]1[CH:43]=[CH:42][C:6]([C:7](/[N:9]=[C:10]2/[N:11]([C@H:28]3[CH2:29][CH2:30][C@@H:31]([C:34]([N:36]4[CH2:37][CH2:38][NH:39][CH2:40][CH2:41]4)=[O:35])[CH2:32][CH2:33]3)[C:12]3[CH:17]=[C:16]([O:18][CH2:19][CH2:20][N:21]4[CH2:22][CH2:23][CH2:24][CH2:25][CH2:26]4)[N:15]=[CH:14][C:13]=3[NH:27]/2)=[O:8])=[CH:5][CH:4]=1. Given the reactants C([C:3]1[CH:43]=[CH:42][C:6]([C:7](/[N:9]=[C:10]2/[N:11]([C@H:28]3[CH2:33][CH2:32][C@@H:31]([C:34]([N:36]4[CH2:41][CH2:40][NH:39][CH2:38][CH2:37]4)=[O:35])[CH2:30][CH2:29]3)[C:12]3[CH:17]=[C:16]([O:18][CH2:19][CH2:20][N:21]4[CH2:26][CH2:25][CH2:24][CH2:23][CH2:22]4)[N:15]=[CH:14][C:13]=3[NH:27]/2)=[O:8])=[CH:5][CH:4]=1)#N.[F:44]C1C=CC(C(N=C=S)=O)=CC=1, predict the reaction product. (7) Given the reactants [C:1]([O:5][C:6]([N:8]1[CH2:13][CH2:12][N:11]([C:14]2[CH:19]=[C:18]([C:20]([O:22]C)=[O:21])[CH:17]=[C:16]([Cl:24])[N:15]=2)[CH2:10][CH2:9]1)=[O:7])([CH3:4])([CH3:3])[CH3:2].O[Li].O, predict the reaction product. The product is: [C:1]([O:5][C:6]([N:8]1[CH2:9][CH2:10][N:11]([C:14]2[CH:19]=[C:18]([C:20]([OH:22])=[O:21])[CH:17]=[C:16]([Cl:24])[N:15]=2)[CH2:12][CH2:13]1)=[O:7])([CH3:4])([CH3:2])[CH3:3].